The task is: Predict the reactants needed to synthesize the given product.. This data is from Full USPTO retrosynthesis dataset with 1.9M reactions from patents (1976-2016). (1) Given the product [ClH:47].[NH2:38][C@H:29]([CH2:30][CH2:31][C:32]1[CH:33]=[CH:34][CH:35]=[CH:36][CH:37]=1)[C:28]([N:25]1[CH2:24][CH2:23][CH:22]([N:13]2[N:12]=[C:11]([C:5]3[CH:6]=[CH:7][C:8]([O:9][CH3:10])=[C:3]([O:2][CH3:1])[CH:4]=3)[C@@H:20]3[C@@H:15]([CH2:16][CH2:17][CH2:18][CH2:19]3)[C:14]2=[O:21])[CH2:27][CH2:26]1)=[O:46], predict the reactants needed to synthesize it. The reactants are: [CH3:1][O:2][C:3]1[CH:4]=[C:5]([C:11]2[C@@H:20]3[C@@H:15]([CH2:16][CH2:17][CH2:18][CH2:19]3)[C:14](=[O:21])[N:13]([CH:22]3[CH2:27][CH2:26][N:25]([C:28](=[O:46])[C@H:29]([NH:38]C(=O)OC(C)(C)C)[CH2:30][CH2:31][C:32]4[CH:37]=[CH:36][CH:35]=[CH:34][CH:33]=4)[CH2:24][CH2:23]3)[N:12]=2)[CH:6]=[CH:7][C:8]=1[O:9][CH3:10].[ClH:47].C(OCC)C. (2) Given the product [C:3]([C:7]1[CH:24]=[CH:23][CH:22]=[CH:21][C:8]=1[O:9][C:10]1[N:11]=[C:12]([OH:19])[CH:13]=[CH:14][C:15]=1[N+:16]([O-:18])=[O:17])([CH3:6])([CH3:4])[CH3:5], predict the reactants needed to synthesize it. The reactants are: [I-].[Na+].[C:3]([C:7]1[CH:24]=[CH:23][CH:22]=[CH:21][C:8]=1[O:9][C:10]1[C:15]([N+:16]([O-:18])=[O:17])=[CH:14][CH:13]=[C:12]([O:19]C)[N:11]=1)([CH3:6])([CH3:5])[CH3:4].[Al].Cl[Si](C)(C)C.O.